From a dataset of Full USPTO retrosynthesis dataset with 1.9M reactions from patents (1976-2016). Predict the reactants needed to synthesize the given product. (1) Given the product [F:44][C:45]1[CH:46]=[CH:47][C:48]([C:51]2[S:55][C:54]([CH3:56])=[N:53][C:52]=2[C:57]([N:24]2[CH2:25][CH2:30][CH2:29][C@@H:28]([CH3:31])[C@H:23]2[CH2:3][N:4]2[C:8](=[O:9])[C:10]3[C:11](=[CH:12][CH:13]=[CH:14][CH:15]=3)[C:17]2=[O:67])=[O:59])=[CH:49][CH:50]=1, predict the reactants needed to synthesize it. The reactants are: C[C@@H]1CCC[N:4]([C:8]([C:10]2[CH:15]=[C:14](C)[CH:13]=[CH:12][C:11]=2[C:17]2C=NN(C)C=2)=[O:9])[C@@H:3]1[CH2:23][NH:24][C:25]1[CH:30]=[CH:29][C:28]([C:31](F)(F)F)=CN=1.CCN(C(C)C)C(C)C.[F:44][C:45]1[CH:50]=[CH:49][C:48]([C:51]2[S:55][C:54]([CH3:56])=[N:53][C:52]=2[C:57]([OH:59])=O)=[CH:47][CH:46]=1.CN(C([O:67]N1N=NC2C=CC=NC1=2)=[N+](C)C)C.F[P-](F)(F)(F)(F)F. (2) Given the product [Cl:7][C:8]1[CH:13]=[C:12]([N+:14]([O-:16])=[O:15])[CH:11]=[CH:10][C:9]=1[N:1]1[CH2:6][CH2:5][O:4][CH2:3][CH2:2]1, predict the reactants needed to synthesize it. The reactants are: [NH:1]1[CH2:6][CH2:5][O:4][CH2:3][CH2:2]1.[Cl:7][C:8]1[CH:13]=[C:12]([N+:14]([O-:16])=[O:15])[CH:11]=[CH:10][C:9]=1F.CCN(CC)CC. (3) The reactants are: [C:1]([O:5][C:6]([N:8]1[CH2:13][CH2:12][CH2:11][C@@H:10]([N:14]([C:32]2[C:37]([CH3:38])=[CH:36][CH:35]=[CH:34][N+:33]=2[O-])[C:15](=[O:31])[C:16]2[CH:21]=[CH:20][C:19]([C:22]3[CH:23]=[N:24][N:25]4[CH:30]=[CH:29][CH:28]=[N:27][C:26]=34)=[CH:18][CH:17]=2)[CH2:9]1)=[O:7])([CH3:4])([CH3:3])[CH3:2].C(OC(N1CCC[C@@H](NC2C(C)=CC=C[N+]=2[O-])C1)=O)(C)(C)C.B(O)(O)B(O)O.O. Given the product [CH3:38][C:37]1[C:32]([N:14]([C@@H:10]2[CH2:11][CH2:12][CH2:13][N:8]([C:6]([O:5][C:1]([CH3:4])([CH3:3])[CH3:2])=[O:7])[CH2:9]2)[C:15](=[O:31])[C:16]2[CH:17]=[CH:18][C:19]([C:22]3[CH:23]=[N:24][N:25]4[CH:30]=[CH:29][CH:28]=[N:27][C:26]=34)=[CH:20][CH:21]=2)=[N:33][CH:34]=[CH:35][CH:36]=1, predict the reactants needed to synthesize it. (4) Given the product [CH3:1][O:2][C:3](=[O:37])[C@@H:4]([NH:14][C:15]([C:17]1[C:22]([CH3:23])=[N:21][C:20]([NH:24][CH2:25][CH2:26][CH2:27][C:28]2[CH:33]=[CH:32][CH:31]=[C:30]([OH:34])[C:29]=2[CH3:35])=[N:19][C:18]=1[CH3:36])=[O:16])[CH2:5][NH:6][C:7]([C:9]1[S:10][CH:11]=[CH:12][CH:13]=1)=[O:8], predict the reactants needed to synthesize it. The reactants are: [CH3:1][O:2][C:3](=[O:37])[C@@H:4]([NH:14][C:15]([C:17]1[C:18]([CH3:36])=[N:19][C:20]([NH:24][CH2:25][C:26]#[C:27][C:28]2[CH:33]=[CH:32][CH:31]=[C:30]([OH:34])[C:29]=2[CH3:35])=[N:21][C:22]=1[CH3:23])=[O:16])[CH2:5][NH:6][C:7]([C:9]1[S:10][CH:11]=[CH:12][CH:13]=1)=[O:8]. (5) The reactants are: Br[C:2]1[CH:3]=[C:4]([CH:19]=[C:20]([F:22])[CH:21]=1)[O:5][CH:6]1[CH2:11][CH2:10][N:9]([C:12]([O:14][C:15]([CH3:18])([CH3:17])[CH3:16])=[O:13])[CH2:8][CH2:7]1.C([Li])CCC.CCCCCC.CN(C)[CH:36]=[O:37]. Given the product [F:22][C:20]1[CH:19]=[C:4]([CH:3]=[C:2]([CH:36]=[O:37])[CH:21]=1)[O:5][CH:6]1[CH2:11][CH2:10][N:9]([C:12]([O:14][C:15]([CH3:18])([CH3:17])[CH3:16])=[O:13])[CH2:8][CH2:7]1, predict the reactants needed to synthesize it. (6) Given the product [CH2:2]([O:9][C:10](=[O:16])[C@@H:11]1[CH2:15][CH2:14][CH2:13][NH:12]1)[C:3]1[CH:4]=[CH:5][CH:6]=[CH:7][CH:8]=1.[P:17]([C:25]#[N:26])(=[O:24])([O:21][CH2:22][CH3:23])[O:18][CH2:19][CH3:20], predict the reactants needed to synthesize it. The reactants are: Cl.[CH2:2]([O:9][C:10](=[O:16])[C@@H:11]1[CH2:15][CH2:14][CH2:13][NH:12]1)[C:3]1[CH:8]=[CH:7][CH:6]=[CH:5][CH:4]=1.[P:17]([C:25]#[N:26])(=[O:24])([O:21][CH2:22][CH3:23])[O:18][CH2:19][CH3:20].CCN(CC)CC.CN(C=O)C.CCN(CC)CC. (7) The reactants are: [Cl:1][C:2]1[CH:3]=[C:4]([CH:21]=[CH:22][C:23]=1[Cl:24])[CH2:5][N:6]1[CH2:11][CH2:10][N:9]([CH:12]2[CH2:17][CH2:16][CH2:15][CH2:14][CH:13]2[N+:18]([O-])=O)[CH2:8][CH2:7]1. Given the product [Cl:1][C:2]1[CH:3]=[C:4]([CH:21]=[CH:22][C:23]=1[Cl:24])[CH2:5][N:6]1[CH2:7][CH2:8][N:9]([CH:12]2[CH2:17][CH2:16][CH2:15][CH2:14][CH:13]2[NH2:18])[CH2:10][CH2:11]1, predict the reactants needed to synthesize it.